From a dataset of Catalyst prediction with 721,799 reactions and 888 catalyst types from USPTO. Predict which catalyst facilitates the given reaction. (1) Reactant: [Cl-].[Li+].[Si:3]([O:10][C@H:11]([CH3:21])[C:12](=[O:20])[CH2:13]P(=O)(OC)OC)([C:6]([CH3:9])([CH3:8])[CH3:7])([CH3:5])[CH3:4].C(N(C(C)C)C(C)C)C.[CH:31](=O)[CH2:32][CH2:33][CH2:34][CH3:35]. Product: [Si:3]([O:10][C@@H:11]([C:12](=[O:20])/[CH:13]=[CH:31]/[CH2:32][CH2:33][CH2:34][CH3:35])[CH3:21])([C:6]([CH3:9])([CH3:8])[CH3:7])([CH3:5])[CH3:4]. The catalyst class is: 10. (2) Reactant: [NH2:1][C:2]1[CH:3]=[C:4]([CH:9]=[C:10]([O:12][C:13]2[CH:22]=[CH:21][C:20]3[CH2:19][CH2:18][C@H:17]([N:23]([C:34]([O:36][C:37]([CH3:40])([CH3:39])[CH3:38])=[O:35])[CH2:24][C@@H:25]([C:27]4[CH:32]=[CH:31][CH:30]=[C:29]([Cl:33])[CH:28]=4)[OH:26])[CH2:16][C:15]=3[CH:14]=2)[CH:11]=1)[C:5]([O:7][CH3:8])=[O:6].O1CCCC1.Cl[C:47]([O:49][CH3:50])=[O:48]. Product: [C:37]([O:36][C:34]([N:23]([C@@H:17]1[CH2:16][C:15]2[CH:14]=[C:13]([O:12][C:10]3[CH:9]=[C:4]([CH:3]=[C:2]([NH:1][C:47]([O:49][CH3:50])=[O:48])[CH:11]=3)[C:5]([O:7][CH3:8])=[O:6])[CH:22]=[CH:21][C:20]=2[CH2:19][CH2:18]1)[CH2:24][C@@H:25]([C:27]1[CH:32]=[CH:31][CH:30]=[C:29]([Cl:33])[CH:28]=1)[OH:26])=[O:35])([CH3:40])([CH3:39])[CH3:38]. The catalyst class is: 611. (3) Reactant: Br[C:2]1[N:7]=[CH:6][C:5]2[N:8]=[CH:9][N:10]([CH:11]([CH3:13])[CH3:12])[C:4]=2[CH:3]=1.[Cl:14][C:15]1[N:20]=[C:19]([NH2:21])[CH:18]=[CH:17][N:16]=1.CC1(C)C2C(=C(P(C3C=CC=CC=3)C3C=CC=CC=3)C=CC=2)OC2C(P(C3C=CC=CC=3)C3C=CC=CC=3)=CC=CC1=2.C([O-])([O-])=O.[Cs+].[Cs+]. Product: [Cl:14][C:15]1[N:20]=[C:19]([NH:21][C:2]2[N:7]=[CH:6][C:5]3[N:8]=[CH:9][N:10]([CH:11]([CH3:13])[CH3:12])[C:4]=3[CH:3]=2)[CH:18]=[CH:17][N:16]=1. The catalyst class is: 62. (4) Reactant: C([O:3][C:4](=O)[CH2:5][CH2:6][C:7]1[N:11]2[CH:12]=[C:13]([Br:16])[CH:14]=[CH:15][C:10]2=[CH:9][N:8]=1)C.CC(C[AlH]CC(C)C)C.Cl. Product: [Br:16][C:13]1[CH:14]=[CH:15][C:10]2[N:11]([C:7]([CH2:6][CH2:5][CH2:4][OH:3])=[N:8][CH:9]=2)[CH:12]=1. The catalyst class is: 7. (5) Reactant: [F:1][C:2]1[C:7]([O:8][C:9]2[CH:14]=[CH:13][CH:12]=[CH:11][CH:10]=2)=[C:6]([F:15])[CH:5]=[CH:4][C:3]=1[CH:16]([NH:21]S(C(C)(C)C)=O)[CH2:17][N+:18]([O-:20])=[O:19].Cl.[C:29](O[C:29]([O:31][C:32]([CH3:35])([CH3:34])[CH3:33])=[O:30])([O:31][C:32]([CH3:35])([CH3:34])[CH3:33])=[O:30].C(=O)([O-])O.[Na+]. Product: [C:32]([O:31][C:29](=[O:30])[NH:21][CH:16]([C:3]1[CH:4]=[CH:5][C:6]([F:15])=[C:7]([O:8][C:9]2[CH:10]=[CH:11][CH:12]=[CH:13][CH:14]=2)[C:2]=1[F:1])[CH2:17][N+:18]([O-:20])=[O:19])([CH3:35])([CH3:34])[CH3:33]. The catalyst class is: 71. (6) Reactant: ClC1[C:7]([I:8])=CC=CN=1.[CH:9]([N-:12][CH:13]([CH3:15])C)([CH3:11])C.[Li+].C([O:19][CH2:20]C)=O.[ClH:22]. Product: [Cl:22][C:13]1[N:12]=[CH:9][CH:11]=[C:7]([I:8])[C:15]=1[CH:20]=[O:19]. The catalyst class is: 20. (7) Reactant: [H-].[Na+].[C:3]([NH:6][CH:7]([C:12]([O:14][CH3:15])=[O:13])[C:8]([O:10][CH3:11])=[O:9])(=[O:5])[CH3:4].Br[CH:17]1[CH2:23][CH2:22][CH2:21][C:20]2[CH:24]=[C:25]([CH2:28][CH2:29][CH2:30][CH2:31][CH2:32][CH2:33][CH2:34][CH3:35])[CH:26]=[CH:27][C:19]=2[C:18]1=[O:36]. Product: [CH3:11][O:10][C:8](=[O:9])[C:7]([NH:6][C:3](=[O:5])[CH3:4])([CH:17]1[CH2:23][CH2:22][CH2:21][C:20]2[CH:24]=[C:25]([CH2:28][CH2:29][CH2:30][CH2:31][CH2:32][CH2:33][CH2:34][CH3:35])[CH:26]=[CH:27][C:19]=2[C:18]1=[O:36])[C:12]([O:14][CH3:15])=[O:13]. The catalyst class is: 3. (8) Reactant: C([O:3][C:4]([C:6]1[N:7]([CH2:21][CH3:22])[CH:8]=[C:9]([C:11]#[C:12][C:13]2[CH:18]=[CH:17][CH:16]=[C:15]([O:19][CH3:20])[CH:14]=2)[CH:10]=1)=[O:5])C.[Li+].[OH-]. Product: [CH2:21]([N:7]1[CH:8]=[C:9]([C:11]#[C:12][C:13]2[CH:18]=[CH:17][CH:16]=[C:15]([O:19][CH3:20])[CH:14]=2)[CH:10]=[C:6]1[C:4]([OH:5])=[O:3])[CH3:22]. The catalyst class is: 12. (9) Reactant: [Br:1][C:2]1[CH:7]=[CH:6][C:5]([S:8][CH:9]2[CH2:13][CH2:12][O:11][C:10]2=[O:14])=[CH:4][CH:3]=1.[OH-:15].[Na+].C(=O)(O)[O-].[Na+].[CH3:22]I. Product: [Br:1][C:2]1[CH:3]=[CH:4][C:5]([S:8][CH:9]([CH2:13][CH2:12][OH:15])[C:10]([O:11][CH3:22])=[O:14])=[CH:6][CH:7]=1. The catalyst class is: 35. (10) Reactant: C(N(CC)CC)C.[S:8]([O:15]S(C(F)(F)F)(=O)=O)([C:11]([F:14])([F:13])[F:12])(=[O:10])=[O:9].[Cl:23][CH2:24][C@H:25]1[C:33]2[C:32]3[CH:34]=[CH:35][CH:36]=[CH:37][C:31]=3[C:30](O)=[CH:29][C:28]=2[N:27]([C:39]([O:41][C:42]([CH3:45])([CH3:44])[CH3:43])=[O:40])[CH2:26]1. Product: [Cl:23][CH2:24][C@H:25]1[C:33]2[C:32]3[CH:34]=[CH:35][CH:36]=[CH:37][C:31]=3[C:30]([O:15][S:8]([C:11]([F:14])([F:13])[F:12])(=[O:10])=[O:9])=[CH:29][C:28]=2[N:27]([C:39]([O:41][C:42]([CH3:45])([CH3:44])[CH3:43])=[O:40])[CH2:26]1. The catalyst class is: 34.